This data is from Retrosynthesis with 50K atom-mapped reactions and 10 reaction types from USPTO. The task is: Predict the reactants needed to synthesize the given product. Given the product CC(=O)N1CCC(N(NC(=O)OC(C)(C)C)C(=O)OC(C)(C)C)CC1, predict the reactants needed to synthesize it. The reactants are: CC(=O)N1CCC(N(C(=O)OC(C)(C)C)N(C(=O)OC(C)(C)C)C(=O)c2ccccc2)CC1.